From a dataset of NCI-60 drug combinations with 297,098 pairs across 59 cell lines. Regression. Given two drug SMILES strings and cell line genomic features, predict the synergy score measuring deviation from expected non-interaction effect. (1) Drug 1: C1CCC(CC1)NC(=O)N(CCCl)N=O. Drug 2: CC1=C(C(=O)C2=C(C1=O)N3CC4C(C3(C2COC(=O)N)OC)N4)N. Cell line: HS 578T. Synergy scores: CSS=26.7, Synergy_ZIP=5.67, Synergy_Bliss=12.2, Synergy_Loewe=9.39, Synergy_HSA=13.2. (2) Drug 1: CC1CCC2CC(C(=CC=CC=CC(CC(C(=O)C(C(C(=CC(C(=O)CC(OC(=O)C3CCCCN3C(=O)C(=O)C1(O2)O)C(C)CC4CCC(C(C4)OC)O)C)C)O)OC)C)C)C)OC. Drug 2: CC1C(C(CC(O1)OC2CC(CC3=C2C(=C4C(=C3O)C(=O)C5=CC=CC=C5C4=O)O)(C(=O)C)O)N)O. Cell line: HOP-62. Synergy scores: CSS=51.7, Synergy_ZIP=9.42, Synergy_Bliss=8.19, Synergy_Loewe=8.24, Synergy_HSA=10.2. (3) Drug 1: C1CC(=O)NC(=O)C1N2CC3=C(C2=O)C=CC=C3N. Drug 2: C(CN)CNCCSP(=O)(O)O. Cell line: SK-OV-3. Synergy scores: CSS=4.91, Synergy_ZIP=-1.66, Synergy_Bliss=1.66, Synergy_Loewe=1.13, Synergy_HSA=1.56. (4) Drug 1: CNC(=O)C1=NC=CC(=C1)OC2=CC=C(C=C2)NC(=O)NC3=CC(=C(C=C3)Cl)C(F)(F)F. Drug 2: CC1=C(C(=O)C2=C(C1=O)N3CC4C(C3(C2COC(=O)N)OC)N4)N. Cell line: SNB-75. Synergy scores: CSS=23.7, Synergy_ZIP=-8.36, Synergy_Bliss=-0.268, Synergy_Loewe=-28.7, Synergy_HSA=0.863. (5) Drug 1: C1=CC(=C2C(=C1NCCNCCO)C(=O)C3=C(C=CC(=C3C2=O)O)O)NCCNCCO. Drug 2: CC(C)NC(=O)C1=CC=C(C=C1)CNNC.Cl. Cell line: SK-MEL-2. Synergy scores: CSS=41.6, Synergy_ZIP=1.53, Synergy_Bliss=4.28, Synergy_Loewe=-50.4, Synergy_HSA=1.55.